From a dataset of Forward reaction prediction with 1.9M reactions from USPTO patents (1976-2016). Predict the product of the given reaction. (1) The product is: [N:13]1[C:5]2[N:16]=[CH:17][CH:18]=[C:7]([OH:8])[C:6]=2[CH:10]=[CH:11][CH:12]=1. Given the reactants COC(OC)C[C:5]1[N:13]=[CH:12][CH:11]=[CH:10][C:6]=1[C:7](N)=[O:8].[NH+:16]1C=CC=[CH:18][CH:17]=1.C1(C)C=CC(S([O-])(=O)=O)=CC=1, predict the reaction product. (2) Given the reactants [Br:1][C:2]1[C:3](=[O:48])[N:4]([CH2:39][C:40]2[CH:45]=[CH:44][C:43]([O:46]C)=[CH:42][CH:41]=2)[C:5]([CH3:38])=[CH:6][C:7]=1[O:8][CH2:9][C:10]1[CH:37]=[CH:36][CH:35]=[CH:34][C:11]=1[CH2:12][NH:13][C:14]([NH:16][C:17]1[N:21]([C:22]2[CH:27]=[CH:26][CH:25]=[C:24](OC)[CH:23]=2)[N:20]=[C:19]([C:30]([CH3:33])([CH3:32])[CH3:31])[CH:18]=1)=[O:15].B(Br)(Br)Br.[CH2:53](Cl)Cl, predict the reaction product. The product is: [Br:1][C:2]1[C:3](=[O:48])[N:4]([CH2:39][C:40]2[CH:41]=[CH:42][C:43]([OH:46])=[CH:44][CH:45]=2)[C:5]([CH3:38])=[CH:6][C:7]=1[O:8][CH2:9][C:10]1[CH:37]=[CH:36][CH:35]=[CH:34][C:11]=1[CH2:12][NH:13][C:14]([NH:16][C:17]1[N:21]([C:22]2[CH:23]=[CH:24][C:25]([CH3:53])=[CH:26][CH:27]=2)[N:20]=[C:19]([C:30]([CH3:32])([CH3:33])[CH3:31])[CH:18]=1)=[O:15].